Predict the reactants needed to synthesize the given product. From a dataset of Full USPTO retrosynthesis dataset with 1.9M reactions from patents (1976-2016). (1) The reactants are: [ClH:1].C(OCC)C.[F:7][C:8]1[CH:41]=[CH:40][C:11]2[N:12]([CH2:21][C@H:22]3[CH2:26][CH2:25][CH2:24][N:23]3[CH2:27][CH2:28][C:29]3[CH:34]=[CH:33][C:32]([N:35]4[CH2:39][CH2:38][CH2:37][CH2:36]4)=[CH:31][CH:30]=3)[C:13]3[CH:20]=[CH:19][CH:18]=[CH:17][C:14]=3[O:15][CH2:16][C:10]=2[CH:9]=1. Given the product [ClH:1].[ClH:1].[F:7][C:8]1[CH:41]=[CH:40][C:11]2[N:12]([CH2:21][C@H:22]3[CH2:26][CH2:25][CH2:24][N:23]3[CH2:27][CH2:28][C:29]3[CH:30]=[CH:31][C:32]([N:35]4[CH2:36][CH2:37][CH2:38][CH2:39]4)=[CH:33][CH:34]=3)[C:13]3[CH:20]=[CH:19][CH:18]=[CH:17][C:14]=3[O:15][CH2:16][C:10]=2[CH:9]=1, predict the reactants needed to synthesize it. (2) Given the product [N:16]1([CH:2]2[C:7](=[O:8])[CH2:6][CH2:5][N:4]([C:9]([O:11][C:12]([CH3:15])([CH3:14])[CH3:13])=[O:10])[CH2:3]2)[CH:20]=[CH:19][N:18]=[CH:17]1, predict the reactants needed to synthesize it. The reactants are: Br[CH:2]1[C:7](=[O:8])[CH2:6][CH2:5][N:4]([C:9]([O:11][C:12]([CH3:15])([CH3:14])[CH3:13])=[O:10])[CH2:3]1.[NH:16]1[CH:20]=[CH:19][N:18]=[CH:17]1.C(=O)([O-])[O-].[K+].[K+].CN(C=O)C. (3) Given the product [NH2:43][C:40]1[N:41]=[CH:42][C:37]([C:17]2[N:18]=[C:19]([N:20]3[CH2:25][CH2:24][O:23][CH2:22][CH2:21]3)[C:14]3[CH:13]=[C:12]([CH2:11][N:8]4[CH2:9][CH2:10][N:5]([C:3]([N:2]([CH3:28])[CH3:1])=[O:4])[CH2:6][CH2:7]4)[S:27][C:15]=3[N:16]=2)=[CH:38][N:39]=1, predict the reactants needed to synthesize it. The reactants are: [CH3:1][N:2]([CH3:28])[C:3]([N:5]1[CH2:10][CH2:9][N:8]([CH2:11][C:12]2[S:27][C:15]3[N:16]=[C:17](Cl)[N:18]=[C:19]([N:20]4[CH2:25][CH2:24][O:23][CH2:22][CH2:21]4)[C:14]=3[CH:13]=2)[CH2:7][CH2:6]1)=[O:4].CC1(C)C(C)(C)OB([C:37]2[CH:38]=[N:39][C:40]([NH2:43])=[N:41][CH:42]=2)O1. (4) Given the product [CH:8]([C:7]1[CH:6]=[C:5]([O:10][CH3:11])[N:4]=[CH:3][C:2]=1[O:1][CH2:14][C:15]1[CH:16]=[N:17][CH:18]=[C:19]([CH:24]=1)[C:20]([O:22][CH3:23])=[O:21])=[O:9], predict the reactants needed to synthesize it. The reactants are: [OH:1][C:2]1[C:7]([CH:8]=[O:9])=[CH:6][C:5]([O:10][CH3:11])=[N:4][CH:3]=1.Cl.Cl[CH2:14][C:15]1[CH:16]=[N:17][CH:18]=[C:19]([CH:24]=1)[C:20]([O:22][CH3:23])=[O:21].C([O-])([O-])=O.[K+].[K+].O. (5) Given the product [CH3:7][O:8][CH2:9][O:10][CH:11]1[CH2:16][CH2:15][C:14]([CH2:22][OH:23])([CH2:17][OH:18])[CH2:13][CH2:12]1, predict the reactants needed to synthesize it. The reactants are: [H-].[Al+3].[Li+].[H-].[H-].[H-].[CH3:7][O:8][CH2:9][O:10][CH:11]1[CH2:16][CH2:15][C:14]([C:22](OCC)=[O:23])([C:17](OCC)=[O:18])[CH2:13][CH2:12]1.[OH-].[Na+].S([O-])([O-])(=O)=O.[Na+].[Na+]. (6) Given the product [CH3:17][C:18]1[CH:23]=[CH:22][C:21]([CH3:24])=[CH:20][C:19]=1[O:25][CH2:2][C:3]1[CH:8]=[CH:7][CH:6]=[CH:5][C:4]=1/[C:9](=[CH:14]\[O:15][CH3:16])/[C:10]([O:12][CH3:13])=[O:11], predict the reactants needed to synthesize it. The reactants are: Br[CH2:2][C:3]1[CH:8]=[CH:7][CH:6]=[CH:5][C:4]=1/[C:9](=[CH:14]\[O:15][CH3:16])/[C:10]([O:12][CH3:13])=[O:11].[CH3:17][C:18]1[CH:23]=[CH:22][C:21]([CH3:24])=[CH:20][C:19]=1[OH:25].[OH-].[K+]. (7) Given the product [Br:1][C:2]1[CH:10]=[N:9][CH:8]=[CH:7][C:3]=1[C:4]([N:24]1[C:25]2[CH:30]=[CH:29][CH:28]=[CH:27][C:26]=2[O:21][CH2:22][CH2:23]1)=[O:6], predict the reactants needed to synthesize it. The reactants are: [Br:1][C:2]1[CH:10]=[N:9][CH:8]=[CH:7][C:3]=1[C:4]([OH:6])=O.N1C2C(=CC=CC=2)CCC1.[O:21]1[C:26]2[CH:27]=[CH:28][CH:29]=[CH:30][C:25]=2[NH:24][CH2:23][CH2:22]1. (8) Given the product [OH:2][C:3]1[CH:8]=[CH:7][C:6]([N:9]2[CH2:10][CH2:11][N:12]([C:15]3[CH:16]=[CH:17][C:18]([N:21]4[C:25](=[O:26])[N:24]([CH:27]([CH2:30][CH3:31])[CH2:28][CH3:29])[N:23]=[CH:22]4)=[CH:19][CH:20]=3)[CH2:13][CH2:14]2)=[CH:5][CH:4]=1, predict the reactants needed to synthesize it. The reactants are: C[O:2][C:3]1[CH:8]=[CH:7][C:6]([N:9]2[CH2:14][CH2:13][N:12]([C:15]3[CH:20]=[CH:19][C:18]([N:21]4[C:25](=[O:26])[N:24]([CH:27]([CH2:30][CH3:31])[CH2:28][CH3:29])[N:23]=[CH:22]4)=[CH:17][CH:16]=3)[CH2:11][CH2:10]2)=[CH:5][CH:4]=1.